Task: Predict the reactants needed to synthesize the given product.. Dataset: Full USPTO retrosynthesis dataset with 1.9M reactions from patents (1976-2016) (1) Given the product [Cl:1][C:2]1[CH:8]=[CH:7][C:6]([C:9]([F:10])([F:11])[F:12])=[CH:5][C:3]=1[NH:4][S:20]([C:17]1[CH:18]=[CH:19][C:14]([CH3:13])=[CH:15][CH:16]=1)(=[O:22])=[O:21], predict the reactants needed to synthesize it. The reactants are: [Cl:1][C:2]1[CH:8]=[CH:7][C:6]([C:9]([F:12])([F:11])[F:10])=[CH:5][C:3]=1[NH2:4].[CH3:13][C:14]1[CH:19]=[CH:18][C:17]([S:20](Cl)(=[O:22])=[O:21])=[CH:16][CH:15]=1. (2) Given the product [CH3:13][C:8]([C:5]1[CH:6]=[CH:7][C:2]([CH2:1][Br:21])=[CH:3][CH:4]=1)([CH3:12])[CH2:9][CH2:10][CH3:11], predict the reactants needed to synthesize it. The reactants are: [CH3:1][C:2]1[CH:7]=[CH:6][C:5]([C:8]([CH3:13])([CH3:12])[CH2:9][CH2:10][CH3:11])=[CH:4][CH:3]=1.C1C(=O)N([Br:21])C(=O)C1.C(=O)([O-])O.[Na+].